From a dataset of Peptide-MHC class II binding affinity with 134,281 pairs from IEDB. Regression. Given a peptide amino acid sequence and an MHC pseudo amino acid sequence, predict their binding affinity value. This is MHC class II binding data. The peptide sequence is AYLVLDPLIYFGPFA. The MHC is DRB1_1101 with pseudo-sequence DRB1_1101. The binding affinity (normalized) is 0.0721.